This data is from Forward reaction prediction with 1.9M reactions from USPTO patents (1976-2016). The task is: Predict the product of the given reaction. Given the reactants [CH2:1]([O:8][C:9]1[CH:16]=[CH:15][C:12]([CH:13]=[O:14])=[C:11]([OH:17])[CH:10]=1)[C:2]1[CH:7]=[CH:6][CH:5]=[CH:4][CH:3]=1.[C:18](=O)([O-])[O-].[K+].[K+].CI, predict the reaction product. The product is: [CH2:1]([O:8][C:9]1[CH:16]=[CH:15][C:12]([CH:13]=[O:14])=[C:11]([O:17][CH3:18])[CH:10]=1)[C:2]1[CH:3]=[CH:4][CH:5]=[CH:6][CH:7]=1.